This data is from Forward reaction prediction with 1.9M reactions from USPTO patents (1976-2016). The task is: Predict the product of the given reaction. (1) The product is: [CH3:17][N:18]([CH3:20])[CH:19]=[C:8]([C:4]1[CH:5]=[N:6][CH:7]=[C:2]([Br:1])[CH:3]=1)[C:9]([O:11][CH2:12][CH3:13])=[O:10]. Given the reactants [Br:1][C:2]1[CH:3]=[C:4]([CH2:8][C:9]([O:11][CH2:12][CH3:13])=[O:10])[CH:5]=[N:6][CH:7]=1.C(O[CH:17](OCC)[N:18]([CH3:20])[CH3:19])C, predict the reaction product. (2) Given the reactants Br[CH2:2][C:3]([C:5]1[CH:10]=[CH:9][CH:8]=[CH:7][CH:6]=1)=O.[C:11]([NH:14][C:15]([NH2:17])=[NH:16])(=[O:13])[CH3:12], predict the reaction product. The product is: [C:5]1([C:3]2[N:16]=[C:15]([NH:14][C:11](=[O:13])[CH3:12])[NH:17][CH:2]=2)[CH:10]=[CH:9][CH:8]=[CH:7][CH:6]=1. (3) Given the reactants COO[CH:4](OOC)[CH2:5]Br.C1(C)C=CC(S(O)(=O)=O)=CC=1.[OH:21][C:22]1[CH:30]=[CH:29][C:25]([C:26]([NH2:28])=[S:27])=[CH:24][CH:23]=1, predict the reaction product. The product is: [S:27]1[CH:5]=[CH:4][N:28]=[C:26]1[C:25]1[CH:29]=[CH:30][C:22]([OH:21])=[CH:23][CH:24]=1. (4) Given the reactants [F:1][C:2]([F:31])([C:25]1[CH:30]=[CH:29][CH:28]=[CH:27][CH:26]=1)[C@H:3]([OH:24])/[CH:4]=[CH:5]/[C@H:6]1[CH2:10][CH2:9][C:8](=[O:11])[N:7]1[CH2:12][CH2:13][CH2:14][CH2:15][CH2:16][CH2:17][C:18]([O:20]C(C)C)=[O:19].[Li+].[OH-], predict the reaction product. The product is: [F:31][C:2]([F:1])([C:25]1[CH:26]=[CH:27][CH:28]=[CH:29][CH:30]=1)[C@H:3]([OH:24])/[CH:4]=[CH:5]/[C@H:6]1[CH2:10][CH2:9][C:8](=[O:11])[N:7]1[CH2:12][CH2:13][CH2:14][CH2:15][CH2:16][CH2:17][C:18]([OH:20])=[O:19]. (5) Given the reactants [CH:1]1([CH2:6][CH:7]([C:18]2[NH:30][C:21]3=[N:22][CH:23]=[C:24]([CH:26]([OH:29])CO)[CH:25]=[C:20]3[CH:19]=2)[C:8]2[CH:13]=[CH:12][C:11]([S:14]([CH3:17])(=[O:16])=[O:15])=[CH:10][CH:9]=2)[CH2:5][CH2:4][CH2:3][CH2:2]1.I([O-])(=O)(=O)=O.[Na+], predict the reaction product. The product is: [CH:1]1([CH2:6][CH:7]([C:18]2[NH:30][C:21]3=[N:22][CH:23]=[C:24]([CH:26]=[O:29])[CH:25]=[C:20]3[CH:19]=2)[C:8]2[CH:13]=[CH:12][C:11]([S:14]([CH3:17])(=[O:16])=[O:15])=[CH:10][CH:9]=2)[CH2:5][CH2:4][CH2:3][CH2:2]1. (6) Given the reactants [I:1]N1C(=O)CCC1=O.[F:9][C:10]1[CH:11]=[CH:12][CH:13]=[C:14]2[C:19]=1[N:18]=[CH:17][CH:16]=[CH:15]2.S([O-])([O-])=O.[Na+].[Na+].O, predict the reaction product. The product is: [F:9][C:10]1[CH:11]=[CH:12][CH:13]=[C:14]2[C:19]=1[N:18]=[CH:17][C:16]([I:1])=[CH:15]2. (7) Given the reactants [C:1]([N:8]1[CH2:13][CH2:12][NH:11][C@H:10]([CH3:14])[CH2:9]1)([O:3][C:4]([CH3:7])([CH3:6])[CH3:5])=[O:2].[NH2:15][C:16]1[NH:17][C:18](=O)[C:19]2[N:25]=[C:24]([C:26]3[CH:31]=[CH:30][C:29]([F:32])=[CH:28][CH:27]=3)[CH:23]=[CH:22][C:20]=2[N:21]=1, predict the reaction product. The product is: [C:4]([O:3][C:1]([N:8]1[CH2:13][CH2:12][N:11]([C:18]2[C:19]3[N:25]=[C:24]([C:26]4[CH:31]=[CH:30][C:29]([F:32])=[CH:28][CH:27]=4)[CH:23]=[CH:22][C:20]=3[N:21]=[C:16]([NH2:15])[N:17]=2)[C@H:10]([CH3:14])[CH2:9]1)=[O:2])([CH3:7])([CH3:6])[CH3:5].